This data is from Reaction yield outcomes from USPTO patents with 853,638 reactions. The task is: Predict the reaction yield, written as a fraction of the theoretical maximum amount of product (1.0 means a 100% yield; for example, 0.34 means a 34% yield). (1) The reactants are [C:1]1([CH3:17])[CH:6]=[CH:5][C:4]([S:7]([C:10]2([C:15]#[N:16])[CH2:14][CH2:13][CH2:12][CH2:11]2)(=[O:9])=[O:8])=[CH:3][CH:2]=1.[H-].[Li+].[Al+3].[H-].[H-].[H-]. No catalyst specified. The product is [C:1]1([CH3:17])[CH:2]=[CH:3][C:4]([S:7]([C:10]2([CH2:15][NH2:16])[CH2:14][CH2:13][CH2:12][CH2:11]2)(=[O:9])=[O:8])=[CH:5][CH:6]=1. The yield is 0.360. (2) The reactants are [Cl:1][C:2]1[CH:7]=[CH:6][CH:5]=[C:4]([CH3:8])[C:3]=1[NH:9][C:10](=[O:16])/[CH:11]=[CH:12]/OCC.C1C(=O)N(Br)C(=O)C1.[NH2:25][C:26]([NH2:28])=[S:27].[OH-].[NH4+]. The catalyst is O1CCOCC1.O. The product is [NH2:28][C:26]1[S:27][C:11]([C:10]([NH:9][C:3]2[C:4]([CH3:8])=[CH:5][CH:6]=[CH:7][C:2]=2[Cl:1])=[O:16])=[CH:12][N:25]=1. The yield is 0.949. (3) The reactants are [Cl:1][CH:2]([Cl:17])[S:3][C:4]1[C:13](=[O:14])[C:12]2[C:7](=[CH:8][C:9]([F:15])=[CH:10][CH:11]=2)[N:6]([CH3:16])[CH:5]=1.ClC1C=CC=C(C(OO)=[O:26])C=1. The catalyst is C(Cl)Cl.ClC1C=CC=C(C(OO)=O)C=1. The product is [Cl:17][CH:2]([Cl:1])[S:3]([C:4]1[C:13](=[O:14])[C:12]2[C:7](=[CH:8][C:9]([F:15])=[CH:10][CH:11]=2)[N:6]([CH3:16])[CH:5]=1)=[O:26]. The yield is 0.500. (4) The reactants are [NH2:1][C:2]1[C:11]2[C:6](=[C:7](I)[C:8]([F:12])=[CH:9][CH:10]=2)[N:5]=[N:4][C:3]=1[C:14]([NH:16][CH2:17][CH2:18][CH3:19])=[O:15].[CH3:20][O:21][C:22]1[CH:27]=[CH:26][C:25]([O:28][CH3:29])=[CH:24][C:23]=1B(O)O. The catalyst is CCOCC. The product is [NH2:1][C:2]1[C:11]2[C:6](=[C:7]([C:26]3[CH:27]=[C:22]([O:21][CH3:20])[CH:23]=[CH:24][C:25]=3[O:28][CH3:29])[C:8]([F:12])=[CH:9][CH:10]=2)[N:5]=[N:4][C:3]=1[C:14]([NH:16][CH2:17][CH2:18][CH3:19])=[O:15]. The yield is 0.710. (5) The reactants are [Br:1][C:2]1[CH:10]=[CH:9][CH:8]=[C:7]2[C:3]=1[C:4]([C:20]1[C:21](O)=[CH:22][C:23]3[O:27][C:26]([CH3:29])([CH3:28])[CH2:25][C:24]=3[CH:30]=1)([CH2:18][OH:19])[C:5](=[O:17])[N:6]2[CH2:11][C:12]([O:14][CH2:15][CH3:16])=[O:13].C1(CCN2C3C(=CC=CC=3)C(C3C(O)=CC4OCOC=4C=3)(CO)C2=O)CC1. No catalyst specified. The product is [Br:1][C:2]1[CH:10]=[CH:9][CH:8]=[C:7]2[C:3]=1[C:4]1([CH2:18][O:19][C:21]3[CH:22]=[C:23]4[C:24](=[CH:30][C:20]1=3)[CH2:25][C:26]([CH3:29])([CH3:28])[O:27]4)[C:5](=[O:17])[N:6]2[CH2:11][C:12]([O:14][CH2:15][CH3:16])=[O:13]. The yield is 0.520. (6) The reactants are [Br:1][C:2]1[CH:3]=[C:4]2[C:8](=[CH:9][CH:10]=1)[N:7]([C:11](=[O:23])[C@@H:12]([NH:15]C(=O)OC(C)(C)C)[CH2:13][OH:14])[CH:6]=[C:5]2/[C:24](/[C:36]#[N:37])=[CH:25]/[C:26]1[CH:31]=[C:30]([C:32]#[N:33])[CH:29]=[CH:28][C:27]=1[O:34][CH3:35].[ClH:38]. The catalyst is CCO. The product is [ClH:38].[NH2:15][C@@H:12]([CH2:13][OH:14])[C:11]([N:7]1[C:8]2[C:4](=[CH:3][C:2]([Br:1])=[CH:10][CH:9]=2)[C:5](/[C:24](/[C:36]#[N:37])=[CH:25]/[C:26]2[CH:31]=[C:30]([CH:29]=[CH:28][C:27]=2[O:34][CH3:35])[C:32]#[N:33])=[CH:6]1)=[O:23]. The yield is 0.610.